From a dataset of Forward reaction prediction with 1.9M reactions from USPTO patents (1976-2016). Predict the product of the given reaction. Given the reactants Br[C:2]1[CH:7]=[CH:6][N:5]([C:8]2[CH:9]=[CH:10][C:11]3[N:12]([C:14]([CH3:20])=[C:15]([CH:17]4[CH2:19][CH2:18]4)[N:16]=3)[CH:13]=2)[C:4](=[O:21])[CH:3]=1.[Cl:22][C:23]1[S:27][C:26]([CH2:28][NH2:29])=[CH:25][CH:24]=1.C(=O)([O-])[O-].[Cs+].[Cs+].C1(P(C2C=CC=CC=2)C2C3OC4C(=CC=CC=4P(C4C=CC=CC=4)C4C=CC=CC=4)C(C)(C)C=3C=CC=2)C=CC=CC=1, predict the reaction product. The product is: [Cl:22][C:23]1[S:27][C:26]([CH2:28][NH:29][C:2]2[CH:7]=[CH:6][N:5]([C:8]3[CH:9]=[CH:10][C:11]4[N:12]([C:14]([CH3:20])=[C:15]([CH:17]5[CH2:19][CH2:18]5)[N:16]=4)[CH:13]=3)[C:4](=[O:21])[CH:3]=2)=[CH:25][CH:24]=1.